This data is from Reaction yield outcomes from USPTO patents with 853,638 reactions. The task is: Predict the reaction yield, written as a fraction of the theoretical maximum amount of product (1.0 means a 100% yield; for example, 0.34 means a 34% yield). (1) The reactants are [Cl:1][C:2]1[CH:7]=[CH:6][C:5]([CH2:8][C:9]#[N:10])=[C:4]([F:11])[CH:3]=1.[Cl:12][C:13]1[C:14]([F:21])=[C:15]([CH:18]=[CH:19][CH:20]=1)[CH:16]=O.C[O-].[Na+]. The catalyst is CO. The product is [Cl:12][C:13]1[C:14]([F:21])=[C:15](/[CH:16]=[C:8](/[C:5]2[CH:6]=[CH:7][C:2]([Cl:1])=[CH:3][C:4]=2[F:11])\[C:9]#[N:10])[CH:18]=[CH:19][CH:20]=1. The yield is 0.970. (2) The reactants are [C:1]([O:5][C:6]([NH:8][C:9](=[N:15][C:16](=[O:22])[O:17][C:18]([CH3:21])([CH3:20])[CH3:19])[N:10]1[CH:14]=[CH:13][CH:12]=[N:11]1)=[O:7])([CH3:4])([CH3:3])[CH3:2].[C:23]([O:27][C:28](=[O:34])[NH:29][CH2:30][CH2:31][CH2:32]O)([CH3:26])([CH3:25])[CH3:24].C1(P(C2C=CC=CC=2)C2C=CC=CC=2)C=CC=CC=1.CC(OC(/N=N/C(OC(C)C)=O)=O)C. The product is [C:23]([O:27][C:28]([NH:29][CH2:30][CH2:31][CH2:32][N:15]([C:9](=[N:8][C:6]([O:5][C:1]([CH3:4])([CH3:3])[CH3:2])=[O:7])[N:10]1[CH:14]=[CH:13][CH:12]=[N:11]1)[C:16](=[O:22])[O:17][C:18]([CH3:21])([CH3:20])[CH3:19])=[O:34])([CH3:26])([CH3:25])[CH3:24]. The yield is 0.800. The catalyst is C1COCC1. (3) The reactants are [H-].[Na+].[F:3][C:4]([F:14])([F:13])[CH:5]([C:7]1[CH:12]=[CH:11][CH:10]=[CH:9][CH:8]=1)[OH:6].[Cl:15][C:16]1[CH:21]=[C:20](Cl)[N:19]=[CH:18][N:17]=1. The catalyst is C1COCC1.CCOC(C)=O. The product is [Cl:15][C:16]1[CH:21]=[C:20]([O:6][CH:5]([C:7]2[CH:12]=[CH:11][CH:10]=[CH:9][CH:8]=2)[C:4]([F:13])([F:14])[F:3])[N:19]=[CH:18][N:17]=1. The yield is 0.950. (4) The reactants are [F:1][C:2]([F:19])([F:18])[C:3]1[CH:8]=[CH:7][C:6]([C:9](=O)[CH2:10][C:11](=O)[C:12]([F:15])([F:14])[F:13])=[CH:5][CH:4]=1.[NH2:20][C:21]1[C:25]([C:26]2[CH:31]=[CH:30][N:29]=[C:28]([CH3:32])[CH:27]=2)=[CH:24][NH:23][N:22]=1. No catalyst specified. The product is [F:1][C:2]([F:19])([F:18])[C:3]1[CH:8]=[CH:7][C:6]([C:9]2[CH:10]=[C:11]([C:12]([F:15])([F:14])[F:13])[N:22]3[N:23]=[CH:24][C:25]([C:26]4[CH:31]=[CH:30][N:29]=[C:28]([CH3:32])[CH:27]=4)=[C:21]3[N:20]=2)=[CH:5][CH:4]=1. The yield is 0.530. (5) The reactants are [CH3:1][O:2][C:3]1[CH:4]=[C:5]([C:12]([N@@:14]2[CH2:16][CH:15]2[CH3:17])=[O:13])[CH:6]=[CH:7][C:8]=1[N+:9]([O-])=O. The catalyst is CO.[Pd]. The product is [NH2:9][C:8]1[CH:7]=[CH:6][C:5]([C:12]([N@@:14]2[CH2:16][CH:15]2[CH3:17])=[O:13])=[CH:4][C:3]=1[O:2][CH3:1]. The yield is 0.940. (6) The reactants are [CH3:1][O:2][C:3](=[O:33])[C@H:4]([CH2:13][C:14]1[CH:19]=[CH:18][C:17]([Sn](CCCC)(CCCC)CCCC)=[CH:16][CH:15]=1)[NH:5][C:6]([O:8][C:9]([CH3:12])([CH3:11])[CH3:10])=[O:7].C(=O)(O)[O-].[Na+].[F:39]C(F)(F)S([O-])(=O)=O.[Na+].F[P-](F)(F)(F)(F)F.F[P-](F)(F)(F)(F)F.ClC[N+]12CC[N+](F)(CC1)CC2. The catalyst is CC(C)=O.[Ag]=O. The product is [CH3:1][O:2][C:3](=[O:33])[C@H:4]([CH2:13][C:14]1[CH:19]=[CH:18][C:17]([F:39])=[CH:16][CH:15]=1)[NH:5][C:6]([O:8][C:9]([CH3:12])([CH3:11])[CH3:10])=[O:7]. The yield is 0.850. (7) The reactants are [F:1][C:2]([F:20])([F:19])[C:3](O)=[CH:4][C:5]([C:7]1[CH:17]=[CH:16][C:10]2[O:11][CH2:12][C:13](=[O:15])[NH:14][C:9]=2[CH:8]=1)=O.Cl.[Cl:22][C:23]1[CH:28]=[CH:27][C:26]([NH:29][NH2:30])=[CH:25][CH:24]=1. No catalyst specified. The product is [Cl:22][C:23]1[CH:28]=[CH:27][C:26]([N:29]2[C:5]([C:7]3[CH:17]=[CH:16][C:10]4[O:11][CH2:12][C:13](=[O:15])[NH:14][C:9]=4[CH:8]=3)=[CH:4][C:3]([C:2]([F:20])([F:19])[F:1])=[N:30]2)=[CH:25][CH:24]=1. The yield is 0.660.